This data is from Experimentally validated miRNA-target interactions with 360,000+ pairs, plus equal number of negative samples. The task is: Binary Classification. Given a miRNA mature sequence and a target amino acid sequence, predict their likelihood of interaction. (1) The miRNA is hsa-miR-34a-3p with sequence CAAUCAGCAAGUAUACUGCCCU. The protein sequence of the target gene is MAPAPLGVPEEQLLGCRSRVLSRLLFIAQTALLLLPAAGAGLCPAPCSCRIPLLDCSRRKLPAPSWRALSGLLPPDTAILDFSHNRLSNWNISLESQTLQEVKMNYNELTEIPYFGEPTSNITLLSLVHNIIPEINAQALQFYPALESLDLSSNIISEIKTSSFPRMQLKYLNLSNNRITTLEAGCFDNLSSSLLVVKLNRNRMSMIPPKIFKLPHLQFLELKRNRIKIVEGLTFQGLDSLRSLKMQRNGISKLKDGAFFGLNNMEELELEHNNLTRVNKGWLYGLRMLQQLYVSQNAIE.... Result: 1 (interaction). (2) The miRNA is rno-miR-9a-5p with sequence UCUUUGGUUAUCUAGCUGUAUGA. The protein sequence of the target gene is MRLSLPLLLLLLGAWAIPGGLGDRAPLTATAPQLDDEEMYSAHMPAHLRCDACRAVAYQMWQNLAKAETKLHTSNSGGRRELSELVYTDVLDRSCSRNWQDYGVREVDQVKRLTGPGLSEGPEPSISVMVTGGPWPTRLSRTCLHYLGEFGEDQIYEAHQQGRGALEALLCGGPQGACSEKVSATREEL. Result: 0 (no interaction). (3) The miRNA is hsa-miR-6745 with sequence UGGGUGGAAGAAGGUCUGGUU. The protein sequence of the target gene is MASGGGGGNTGAGGGPGMGLSLGLGLGLSLGMSEATSEAEEEAATAEAVGRLATTLWLRLRGWEAVLAAAQRLLVWEKPLHSLVTAAALNGLFWLLSSSSLRPFFLLSVSLLAYFLLDLWQPRFLPDVSASSPEEPHSDSEGAGSGARPHLLSVPELCRYLAESWLTFQIHLQELLQYKRQNPAQFCVRVCSGCAVLAVLGHYVPGIMISYIVLLSILLWPLVVYHELIQRMYTRLEPLLMQLDYSMKAEANALHHKHDKRKRQGKNAPPGGDEPLAETESESEAELAGFSPVVDVKKTA.... Result: 1 (interaction). (4) The miRNA is mmu-miR-208b-3p with sequence AUAAGACGAACAAAAGGUUUGU. The protein sequence of the target gene is MATARAKARGSEAGARCHRAPGPPPRPKARRTARRRRAETLTARRSRPSAGERRAGSQRAWSGAPRAAVFGDECARGALFKAWCVPCLVSLDTLQELCRKEKLTCKSIGITKRNLNNYEVEYLCDYKVAKGVEYYLVKWKGWPDSTNTWEPLRNLRCPQLLRQFSDDKKTYLAQERKCKAVNSKSLQPAIAEYIVQKAKQRIALQRWQDYLNRRKNHKGMIFVENTVDLEGPPLDFYYINEYRPAPGISINSEATFGCSCTDCFFDKCCPAEAGVVLAYNKKQQIKIQPGTPIYECNSRC.... Result: 0 (no interaction). (5) The miRNA is hsa-miR-511-3p with sequence AAUGUGUAGCAAAAGACAGA. The protein sequence of the target gene is METAMCVCCPCCTWQRCCPQLCSCLCCKFIFTSERNCTCFPCPYKDERNCQFCHCTCSESPNCHWCCCSWANDPNCKCCCTASSNLNCYYYESRCCRNTIITFHKGRLRSIHTSSKTALRTGSSDTQVDEVKSIPANSHLVNHLNCPMCSRLRLHSFMLPCNHSLCEKCLRQLQKHAEVTENFFILICPVCDRSHCMPYSNKMQLPENYLHGRLTKRYMQEHGYLKWRFDRSSGPILCQVCRNKRIAYKRCITCRLNLCNDCLKAFHSDVAMQDHVFVDTSAEEQDEKICIHHPSSRIIE.... Result: 1 (interaction).